Task: Predict which catalyst facilitates the given reaction.. Dataset: Catalyst prediction with 721,799 reactions and 888 catalyst types from USPTO (1) Reactant: [CH3:1][O:2][C:3]1[N:4]=[C:5]2[C:10](=[CH:11][CH:12]=1)[N:9]=[CH:8][CH:7]=[C:6]2[N:13]1[CH2:17][CH2:16][CH:15]([N:18]([CH2:26][CH2:27][NH:28]C(=O)C(F)(F)F)[C:19](=[O:25])[O:20][C:21]([CH3:24])([CH3:23])[CH3:22])[CH2:14]1.C([O-])([O-])=O.[K+].[K+]. Product: [NH2:28][CH2:27][CH2:26][N:18]([CH:15]1[CH2:16][CH2:17][N:13]([C:6]2[C:5]3[C:10](=[CH:11][CH:12]=[C:3]([O:2][CH3:1])[N:4]=3)[N:9]=[CH:8][CH:7]=2)[CH2:14]1)[C:19](=[O:25])[O:20][C:21]([CH3:22])([CH3:23])[CH3:24]. The catalyst class is: 24. (2) Reactant: N[C:2]1[S:3][C:4]2[C:10]([Br:11])=[C:9]([F:12])[CH:8]=[CH:7][C:5]=2[N:6]=1.N(OC(C)(C)C)=O. Product: [Br:11][C:10]1[C:4]2[S:3][CH:2]=[N:6][C:5]=2[CH:7]=[CH:8][C:9]=1[F:12]. The catalyst class is: 1. (3) Reactant: Cl[C:2]1[N:3]=[C:4]2[S:11][C:10]([CH2:12][CH3:13])=[N:9][N:5]2[C:6](=[O:8])[CH:7]=1.[N:14]1([C:20]([O:22][C:23]([CH3:26])([CH3:25])[CH3:24])=[O:21])[CH2:19][CH2:18][NH:17][CH2:16][CH2:15]1.C(N(CC)C(C)C)(C)C. Product: [CH2:12]([C:10]1[S:11][C:4]2=[N:3][C:2]([N:17]3[CH2:16][CH2:15][N:14]([C:20]([O:22][C:23]([CH3:26])([CH3:25])[CH3:24])=[O:21])[CH2:19][CH2:18]3)=[CH:7][C:6](=[O:8])[N:5]2[N:9]=1)[CH3:13]. The catalyst class is: 10. (4) Reactant: [NH2:1][CH2:2][C:3]([C:10]1[CH:15]=[CH:14][CH:13]=[C:12]([NH2:16])[CH:11]=1)([CH3:9])[CH2:4][C:5](OC)=[O:6].ClCCN(CCCl)C1C=CC(C)=C(C2CNC(=O)C2)C=1. Product: [NH2:16][C:12]1[CH:11]=[C:10]([C:3]2([CH3:9])[CH2:2][NH:1][C:5](=[O:6])[CH2:4]2)[CH:15]=[CH:14][CH:13]=1. The catalyst class is: 11. (5) Reactant: C(=O)([O-])[O-].[Cs+].[Cs+].Br[C:8]1[CH:9]=[C:10]([C:14]2[N:23]=[C:17]3[CH:18]=[CH:19][C:20]([CH3:22])=[CH:21][N:16]3[N:15]=2)[CH:11]=[N:12][CH:13]=1.[CH:24]1(B(O)O)[CH2:26][CH2:25]1.C(Cl)Cl. Product: [CH:24]1([C:8]2[CH:9]=[C:10]([C:14]3[N:23]=[C:17]4[CH:18]=[CH:19][C:20]([CH3:22])=[CH:21][N:16]4[N:15]=3)[CH:11]=[N:12][CH:13]=2)[CH2:26][CH2:25]1. The catalyst class is: 38. (6) Reactant: [C:1]([O:10]C)(=O)[C:2]1[C:3](=[CH:5][CH:6]=[CH:7][CH:8]=1)[SH:4].[C:12]([C:14]1[CH:19]=[CH:18][CH:17]=[C:16]([O:20][CH3:21])[N:15]=1)#[N:13].C(N(CC)CC)C. Product: [CH3:21][O:20][C:16]1[N:15]=[C:14]([C:12]2[S:4][C:3]3[CH:5]=[CH:6][CH:7]=[CH:8][C:2]=3[C:1](=[O:10])[N:13]=2)[CH:19]=[CH:18][CH:17]=1. The catalyst class is: 11. (7) Reactant: [Cl:1][C:2]1[CH:11]=[CH:10][CH:9]=[C:8]2[C:3]=1[C:4](=[O:22])[N:5]([C:14]1[CH:19]=[CH:18][CH:17]=[CH:16][C:15]=1OC)[C:6]([CH2:12]Cl)=[N:7]2.O.[SH:24][C:25]1[N:33]=[CH:32][N:31]=[C:30]2[C:26]=1[NH:27][CH:28]=[N:29]2.C([O-])([O-])=O.[K+].[K+]. Product: [C:15]1([C:2]2[CH:11]=[CH:10][CH:9]=[CH:8][CH:3]=2)[CH:16]=[CH:17][CH:18]=[CH:19][C:14]=1[N:5]1[C:4](=[O:22])[C:3]2[C:8](=[CH:9][CH:10]=[CH:11][C:2]=2[Cl:1])[N:7]=[C:6]1[CH2:12][S:24][C:25]1[N:33]=[CH:32][N:31]=[C:30]2[C:26]=1[N:27]=[CH:28][NH:29]2. The catalyst class is: 3. (8) Reactant: FC(F)(F)S(O[C:7]1[CH:8]=[C:9]2[C:17](=[CH:18][CH:19]=1)[C:16]1[O:15][C:14]([C:20]3[O:24][N:23]=[C:22]([C:25]4[CH:30]=[CH:29][CH:28]=[CH:27][CH:26]=4)[C:21]=3[C:31]([F:34])([F:33])[F:32])=[N:13][C:12]=1[CH2:11][CH2:10]2)(=O)=O.[CH2:37]([Sn](CCCC)(CCCC)C=C)[CH2:38]CC.[Cl-].[Li+]. Product: [C:25]1([C:22]2[C:21]([C:31]([F:33])([F:32])[F:34])=[C:20]([C:14]3[O:15][C:16]4[C:17]5[C:9](=[CH:8][C:7]([CH:37]=[CH2:38])=[CH:19][CH:18]=5)[CH2:10][CH2:11][C:12]=4[N:13]=3)[O:24][N:23]=2)[CH:30]=[CH:29][CH:28]=[CH:27][CH:26]=1. The catalyst class is: 77.